Predict which catalyst facilitates the given reaction. From a dataset of Catalyst prediction with 721,799 reactions and 888 catalyst types from USPTO. (1) Reactant: C([N:8]1[CH2:13][CH:12]=[C:11]([C:14]2[CH:19]=[CH:18][C:17]([O:20][CH3:21])=[CH:16][C:15]=2[F:22])[CH2:10][CH2:9]1)C1C=CC=CC=1. Product: [F:22][C:15]1[CH:16]=[C:17]([O:20][CH3:21])[CH:18]=[CH:19][C:14]=1[CH:11]1[CH2:10][CH2:9][NH:8][CH2:13][CH2:12]1. The catalyst class is: 19. (2) Reactant: FC(F)(F)C(O)=O.[CH:8]1([N:14]2[CH2:20][CH:19]([CH3:21])[C:18](=[O:22])[N:17]([CH3:23])[C:16]3[CH:24]=[N:25][C:26]([NH:28][C:29]4[CH:44]=[CH:43][C:32]([C:33]([NH:35][CH:36]5[CH2:41][CH2:40][N:39]([CH3:42])[CH2:38][CH2:37]5)=[O:34])=[CH:31][C:30]=4[O:45][CH3:46])=[N:27][C:15]2=3)[CH2:13][CH2:12][CH2:11][CH2:10][CH2:9]1.C(=O)([O-])[O-]. Product: [CH:8]1([N:14]2[CH2:20][CH:19]([CH3:21])[C:18](=[O:22])[N:17]([CH3:23])[C:16]3[CH:24]=[N:25][C:26]([NH:28][C:29]4[CH:44]=[CH:43][C:32]([C:33]([NH:35][CH:36]5[CH2:41][CH2:40][N:39]([CH3:42])[CH2:38][CH2:37]5)=[O:34])=[CH:31][C:30]=4[O:45][CH3:46])=[N:27][C:15]2=3)[CH2:13][CH2:12][CH2:11][CH2:10][CH2:9]1. The catalyst class is: 7. (3) Reactant: [N:1]1[C:10]2[C:5](=[CH:6][C:7]([C:11]([OH:13])=O)=[CH:8][CH:9]=2)[CH:4]=[CH:3][CH:2]=1.CN(C)C=O.C(Cl)(=O)C([Cl:22])=O. Product: [N:1]1[C:10]2[C:5](=[CH:6][C:7]([C:11]([Cl:22])=[O:13])=[CH:8][CH:9]=2)[CH:4]=[CH:3][CH:2]=1. The catalyst class is: 4. (4) Reactant: [CH:1]1[C:2]([CH2:10][C@@H:11]([NH2:28])[CH2:12][C:13]([N:15]2[CH2:27][C:19]3=[N:20][N:21]=[C:22]([C:23]([F:26])([F:25])[F:24])[N:18]3[CH2:17][CH2:16]2)=[O:14])=[C:3]([F:9])[CH:4]=[C:5]([F:8])[C:6]=1[F:7].[C:29]([OH:38])(=[O:37])[CH2:30][CH2:31][CH2:32][CH2:33][C:34]([OH:36])=[O:35]. Product: [CH:1]1[C:2]([CH2:10][C@@H:11]([NH2:28])[CH2:12][C:13]([N:15]2[CH2:27][C:19]3=[N:20][N:21]=[C:22]([C:23]([F:26])([F:25])[F:24])[N:18]3[CH2:17][CH2:16]2)=[O:14])=[C:3]([F:9])[CH:4]=[C:5]([F:8])[C:6]=1[F:7].[C:29]([O-:38])(=[O:37])[CH2:30][CH2:31][CH2:32][CH2:33][C:34]([O-:36])=[O:35]. The catalyst class is: 32. (5) Reactant: [NH2:1][CH2:2][C:3]1[CH:4]=[C:5]([C:9]2[N:10]([CH3:21])[C:11]3[C:16]([C:17]=2[C:18]#[N:19])=[CH:15][CH:14]=[C:13]([Cl:20])[CH:12]=3)[CH:6]=[N:7][CH:8]=1.[CH:22]([S:25](Cl)(=[O:27])=[O:26])([CH3:24])[CH3:23].C(N(CC)CC)C. Product: [NH4+:1].[OH-:26].[Cl:20][C:13]1[CH:12]=[C:11]2[C:16]([C:17]([C:18]#[N:19])=[C:9]([C:5]3[CH:4]=[C:3]([CH2:2][NH:1][S:25]([CH:22]([CH3:24])[CH3:23])(=[O:27])=[O:26])[CH:8]=[N:7][CH:6]=3)[N:10]2[CH3:21])=[CH:15][CH:14]=1. The catalyst class is: 4. (6) Reactant: [F:1][C:2]1[CH:7]=[CH:6][C:5]([C:8]2[O:9][C:10]3[CH:20]=[C:19]([N:21]([CH3:26])[S:22]([CH3:25])(=[O:24])=[O:23])[C:18]([C:27]4[N:32]=[C:31]([C:33]([NH:35][CH2:36][C:37]5[CH:42]=[CH:41][C:40]([F:43])=[CH:39][N:38]=5)=[O:34])[C:30]([OH:44])=[CH:29][CH:28]=4)=[CH:17][C:11]=3[C:12]=2[C:13](=[O:16])[NH:14][CH3:15])=[CH:4][CH:3]=1.[C:45]([O-])([O-])=O.[Cs+].[Cs+].ClCI. Product: [F:1][C:2]1[CH:3]=[CH:4][C:5]([C:8]2[O:9][C:10]3[CH:20]=[C:19]([N:21]([CH3:26])[S:22]([CH3:25])(=[O:24])=[O:23])[C:18]([C:27]4[CH:28]=[CH:29][C:30]5[O:44][CH2:45][N:35]([CH2:36][C:37]6[CH:42]=[CH:41][C:40]([F:43])=[CH:39][N:38]=6)[C:33](=[O:34])[C:31]=5[N:32]=4)=[CH:17][C:11]=3[C:12]=2[C:13]([NH:14][CH3:15])=[O:16])=[CH:6][CH:7]=1. The catalyst class is: 3.